This data is from Forward reaction prediction with 1.9M reactions from USPTO patents (1976-2016). The task is: Predict the product of the given reaction. (1) Given the reactants CO[C:3]1[C:12]2[C:7](=[CH:8][CH:9]=[C:10]([NH:13][C:14](=[O:16])[CH3:15])[CH:11]=2)[N:6]=[C:5]([CH2:17][CH2:18][CH3:19])[CH:4]=1.C([O-])(=O)C.[NH4+:24], predict the reaction product. The product is: [NH2:24][C:3]1[C:12]2[C:7](=[CH:8][CH:9]=[C:10]([NH:13][C:14](=[O:16])[CH3:15])[CH:11]=2)[N:6]=[C:5]([CH2:17][CH2:18][CH3:19])[CH:4]=1. (2) Given the reactants Cl[C:2]1[C:11]2[C:6](=[CH:7][C:8]([O:14][CH2:15][CH2:16][O:17][CH3:18])=[C:9]([C:12]#[N:13])[CH:10]=2)[N:5]=[CH:4][CH:3]=1.[N+:19]([C:22]1[CH:27]=[CH:26][C:25]([OH:28])=[CH:24][CH:23]=1)([O-:21])=[O:20].N1C(C)=CC=CC=1C, predict the reaction product. The product is: [C:12]([C:9]1[CH:10]=[C:11]2[C:6](=[CH:7][C:8]=1[O:14][CH2:15][CH2:16][O:17][CH3:18])[N:5]=[CH:4][CH:3]=[C:2]2[O:28][C:25]1[CH:26]=[CH:27][C:22]([N+:19]([O-:21])=[O:20])=[CH:23][CH:24]=1)#[N:13].